From a dataset of NCI-60 drug combinations with 297,098 pairs across 59 cell lines. Regression. Given two drug SMILES strings and cell line genomic features, predict the synergy score measuring deviation from expected non-interaction effect. (1) Drug 1: C1CCN(CC1)CCOC2=CC=C(C=C2)C(=O)C3=C(SC4=C3C=CC(=C4)O)C5=CC=C(C=C5)O. Drug 2: COC1=C(C=C2C(=C1)N=CN=C2NC3=CC(=C(C=C3)F)Cl)OCCCN4CCOCC4. Cell line: SK-MEL-5. Synergy scores: CSS=48.1, Synergy_ZIP=10.8, Synergy_Bliss=11.9, Synergy_Loewe=6.20, Synergy_HSA=6.64. (2) Drug 1: C1=C(C(=O)NC(=O)N1)N(CCCl)CCCl. Drug 2: CC1=C(C(CCC1)(C)C)C=CC(=CC=CC(=CC(=O)O)C)C. Cell line: UACC62. Synergy scores: CSS=27.7, Synergy_ZIP=-11.9, Synergy_Bliss=-6.67, Synergy_Loewe=-3.15, Synergy_HSA=-2.95. (3) Drug 1: CC1=CC2C(CCC3(C2CCC3(C(=O)C)OC(=O)C)C)C4(C1=CC(=O)CC4)C. Drug 2: C1CN(P(=O)(OC1)NCCCl)CCCl. Cell line: SF-539. Synergy scores: CSS=1.48, Synergy_ZIP=0.472, Synergy_Bliss=2.21, Synergy_Loewe=1.24, Synergy_HSA=1.32. (4) Drug 1: C1=NC2=C(N1)C(=S)N=C(N2)N. Synergy scores: CSS=17.7, Synergy_ZIP=-0.110, Synergy_Bliss=1.76, Synergy_Loewe=-14.2, Synergy_HSA=0.907. Cell line: MDA-MB-435. Drug 2: C1C(C(OC1N2C=NC3=C2NC=NCC3O)CO)O. (5) Drug 1: C1CC(C1)(C(=O)O)C(=O)O.[NH2-].[NH2-].[Pt+2]. Drug 2: C1C(C(OC1N2C=NC3=C2NC=NCC3O)CO)O. Cell line: CCRF-CEM. Synergy scores: CSS=25.2, Synergy_ZIP=0.191, Synergy_Bliss=2.98, Synergy_Loewe=2.48, Synergy_HSA=3.22. (6) Cell line: SF-268. Drug 1: C1CC(=O)NC(=O)C1N2CC3=C(C2=O)C=CC=C3N. Drug 2: C1=CC=C(C(=C1)C(C2=CC=C(C=C2)Cl)C(Cl)Cl)Cl. Synergy scores: CSS=3.95, Synergy_ZIP=-0.933, Synergy_Bliss=-1.28, Synergy_Loewe=-0.188, Synergy_HSA=-1.25. (7) Drug 1: C1=C(C(=O)NC(=O)N1)F. Drug 2: C1=NC2=C(N=C(N=C2N1C3C(C(C(O3)CO)O)F)Cl)N. Cell line: NCI-H322M. Synergy scores: CSS=41.8, Synergy_ZIP=7.67, Synergy_Bliss=7.22, Synergy_Loewe=9.54, Synergy_HSA=9.78. (8) Cell line: A549. Drug 2: C1=CC=C(C(=C1)C(C2=CC=C(C=C2)Cl)C(Cl)Cl)Cl. Drug 1: CC(C1=C(C=CC(=C1Cl)F)Cl)OC2=C(N=CC(=C2)C3=CN(N=C3)C4CCNCC4)N. Synergy scores: CSS=20.9, Synergy_ZIP=-3.45, Synergy_Bliss=1.86, Synergy_Loewe=-13.5, Synergy_HSA=0.904. (9) Drug 1: C1CC(=O)NC(=O)C1N2CC3=C(C2=O)C=CC=C3N. Drug 2: CCN(CC)CCNC(=O)C1=C(NC(=C1C)C=C2C3=C(C=CC(=C3)F)NC2=O)C. Cell line: SF-295. Synergy scores: CSS=1.33, Synergy_ZIP=-2.79, Synergy_Bliss=-3.36, Synergy_Loewe=-3.10, Synergy_HSA=-3.02.